This data is from NCI-60 drug combinations with 297,098 pairs across 59 cell lines. The task is: Regression. Given two drug SMILES strings and cell line genomic features, predict the synergy score measuring deviation from expected non-interaction effect. Drug 1: C(=O)(N)NO. Drug 2: C1=CC=C(C(=C1)C(C2=CC=C(C=C2)Cl)C(Cl)Cl)Cl. Cell line: DU-145. Synergy scores: CSS=-22.5, Synergy_ZIP=27.0, Synergy_Bliss=27.0, Synergy_Loewe=2.24, Synergy_HSA=-2.29.